From a dataset of Catalyst prediction with 721,799 reactions and 888 catalyst types from USPTO. Predict which catalyst facilitates the given reaction. (1) Reactant: [O-]CC.[Mg+2].[O-]CC.[C:8]([O:14][CH2:15][CH3:16])(=[O:13])[CH2:9][C:10]([OH:12])=O.[Cl:17][C:18]1[CH:19]=[CH:20][C:21]([O:27][CH3:28])=[C:22]([CH:26]=1)C(O)=O.C(N1C=CN=C1)(N1C=CN=C1)=O. Product: [Cl:17][C:18]1[CH:26]=[CH:22][C:21]([O:27][CH3:28])=[C:20]([C:10](=[O:12])[CH2:9][C:8]([O:14][CH2:15][CH3:16])=[O:13])[CH:19]=1. The catalyst class is: 1. (2) Reactant: [NH:1]1[C:9]2[C:4](=[CH:5][C:6]([C:10]3[O:14][C:13]([NH:15][CH2:16][C:17]4[CH:22]=[CH:21][C:20]([O:23][CH3:24])=[CH:19][CH:18]=4)=[N:12][N:11]=3)=[CH:7][CH:8]=2)[CH:3]=[CH:2]1.[I:25]I.[OH-].[K+].S(=O)(O)[O-].[Na+]. Product: [I:25][C:3]1[C:4]2[C:9](=[CH:8][CH:7]=[C:6]([C:10]3[O:14][C:13]([NH:15][CH2:16][C:17]4[CH:22]=[CH:21][C:20]([O:23][CH3:24])=[CH:19][CH:18]=4)=[N:12][N:11]=3)[CH:5]=2)[NH:1][CH:2]=1. The catalyst class is: 3. (3) Reactant: [F:1][C@H:2]1[C@@H:7]([O:8][C:9]2[CH:16]=[CH:15][C:14]([C:17]3[N:22]=[C:21]([NH:23][C:24]4[CH:29]=[CH:28][C:27]([N:30]5[CH2:35][CH2:34][N:33]([CH:36]6[CH2:39][O:38][CH2:37]6)[CH2:32][CH2:31]5)=[CH:26][CH:25]=4)[N:20]=[CH:19][N:18]=3)=[CH:13][C:10]=2[C:11]#[N:12])[CH2:6][CH2:5][NH:4][CH2:3]1.CO[CH2:42][C:43]([OH:45])=O.CN(C(O[N:54]1N=N[C:56]2C=[CH:56][CH:55]=[N:54][C:55]1=2)=[N+](C)C)C.[F:63][P-](F)(F)(F)(F)[F:63].CN([CH:73]=[O:74])C. Product: [F:1][C@H:2]1[C@@H:7]([O:8][C:9]2[CH:16]=[CH:15][C:14]([C:17]3[N:22]=[C:21]([NH:23][C:24]4[CH:29]=[CH:28][C:27]([N:30]5[CH2:31][CH2:32][N:33]([CH:36]6[CH2:39][O:38][CH2:37]6)[CH2:34][CH2:35]5)=[CH:26][CH:25]=4)[N:20]=[CH:19][N:18]=3)=[CH:13][C:10]=2[C:11]#[N:12])[CH2:6][CH2:5][N:4]([C:73]([C@@H:55]2[CH2:56][C@@H:42]([F:63])[C:43](=[O:45])[NH:54]2)=[O:74])[CH2:3]1. The catalyst class is: 578.